From a dataset of Forward reaction prediction with 1.9M reactions from USPTO patents (1976-2016). Predict the product of the given reaction. (1) Given the reactants [C:1]([O:5][C:6]([N:8]1[CH2:13][CH2:12][CH:11]([CH2:14][NH:15][CH3:16])[CH2:10][CH2:9]1)=[O:7])([CH3:4])([CH3:3])[CH3:2].[Cl:17][C:18]1[N:19]=[N:20][C:21](Cl)=[CH:22][CH:23]=1, predict the reaction product. The product is: [C:1]([O:5][C:6]([N:8]1[CH2:13][CH2:12][CH:11]([CH2:14][N:15]([C:21]2[N:20]=[N:19][C:18]([Cl:17])=[CH:23][CH:22]=2)[CH3:16])[CH2:10][CH2:9]1)=[O:7])([CH3:4])([CH3:3])[CH3:2]. (2) Given the reactants [NH:1]1[C:5]([C:6]2[CH:7]=[N:8][CH:9]=[CH:10][CH:11]=2)=[N:4][N:3]=[N:2]1.Br[CH2:13][C:14]1[CH:19]=[CH:18][CH:17]=[CH:16][C:15]=1[Cl:20].Br.BrCC1C=CN=CC=1.N, predict the reaction product. The product is: [Cl:20][C:15]1[CH:16]=[CH:17][CH:18]=[CH:19][C:14]=1[CH2:13][N:4]1[C:5]([C:6]2[CH:7]=[N:8][CH:9]=[CH:10][CH:11]=2)=[N:1][N:2]=[N:3]1. (3) Given the reactants Cl[C:2]1[CH:7]=[CH:6][N:5]=[C:4]([N:8]2[C:20](=[O:21])[C:19]3[S:18][C:17]4[CH2:16][CH2:15][CH2:14][CH2:13][C:12]=4[C:11]=3[CH:10]=[N:9]2)[C:3]=1[CH:22]=[O:23].[CH3:24][N:25]1[CH:30]=[C:29](B2OC(C)(C)C(C)(C)O2)[CH:28]=[C:27]([NH:40][C:41]2[CH:46]=[CH:45][C:44]([N:47]3[CH2:52][CH2:51][N:50]([CH:53]4[CH2:56][O:55][CH2:54]4)[CH2:49][CH2:48]3)=[CH:43][N:42]=2)[C:26]1=[O:57].C1COCC1, predict the reaction product. The product is: [CH3:24][N:25]1[C:26](=[O:57])[C:27]([NH:40][C:41]2[CH:46]=[CH:45][C:44]([N:47]3[CH2:52][CH2:51][N:50]([CH:53]4[CH2:54][O:55][CH2:56]4)[CH2:49][CH2:48]3)=[CH:43][N:42]=2)=[CH:28][C:29]([C:2]2[CH:7]=[CH:6][N:5]=[C:4]([N:8]3[C:20](=[O:21])[C:19]4[S:18][C:17]5[CH2:16][CH2:15][CH2:14][CH2:13][C:12]=5[C:11]=4[CH:10]=[N:9]3)[C:3]=2[CH:22]=[O:23])=[CH:30]1. (4) Given the reactants [CH2:1]([N:10]1[C:15](=[O:16])[C:14]([C:17]2[CH:22]=[CH:21][C:20]([F:23])=[CH:19][CH:18]=2)=[C:13]([C:24]2[CH:29]=[CH:28][C:27]([S:30]([CH3:33])(=[O:32])=[O:31])=[CH:26][CH:25]=2)[CH:12]=[N:11]1)[C:2]([C:4]1[CH:9]=[CH:8][CH:7]=[CH:6][CH:5]=1)=O.Cl.[O:35]([NH2:37])[CH3:36].C([O-])(=O)C.[Na+], predict the reaction product. The product is: [CH3:36][O:35][N:37]=[C:2]([C:4]1[CH:9]=[CH:8][CH:7]=[CH:6][CH:5]=1)[CH2:1][N:10]1[C:15](=[O:16])[C:14]([C:17]2[CH:22]=[CH:21][C:20]([F:23])=[CH:19][CH:18]=2)=[C:13]([C:24]2[CH:25]=[CH:26][C:27]([S:30]([CH3:33])(=[O:32])=[O:31])=[CH:28][CH:29]=2)[CH:12]=[N:11]1.